Dataset: Reaction yield outcomes from USPTO patents with 853,638 reactions. Task: Predict the reaction yield, written as a fraction of the theoretical maximum amount of product (1.0 means a 100% yield; for example, 0.34 means a 34% yield). (1) The reactants are [OH:1][CH2:2][CH2:3][CH2:4][C@H:5]1[CH2:9][O:8][C:7]([CH3:11])([CH3:10])[N:6]1[C:12]([O:14][C:15]([CH3:18])([CH3:17])[CH3:16])=[O:13].CC1(C)N([O])C(C)(C)CCC1.C(=O)(O)[O-].[Na+].C(=O)([O-])[O-].[K+].[K+].ClN1C(=O)CCC1=O. The catalyst is [Cl-].C([N+](CCCC)(CCCC)CCCC)CCC.ClCCl. The product is [CH3:10][C:7]1([CH3:11])[N:6]([C:12]([O:14][C:15]([CH3:16])([CH3:17])[CH3:18])=[O:13])[C@@H:5]([CH2:4][CH2:3][CH:2]=[O:1])[CH2:9][O:8]1. The yield is 1.00. (2) The reactants are C([O:5][C:6](=[O:68])[CH2:7][CH2:8][CH2:9][CH2:10][CH2:11][CH2:12][CH2:13][CH2:14][CH2:15][CH2:16][CH2:17][CH2:18][CH2:19][CH2:20][CH2:21][CH2:22][CH2:23][CH2:24][C:25](=[O:67])[NH:26][C@H:27]([C:60]([O:62]C(C)(C)C)=[O:61])[CH2:28][CH2:29][C:30](=[O:59])[NH:31][CH2:32][CH2:33][O:34][CH2:35][CH2:36][O:37][CH2:38][C:39](=[O:58])[NH:40][CH2:41][CH2:42][O:43][CH2:44][CH2:45][O:46][CH2:47][C:48]([O:50][N:51]1[C:55](=[O:56])[CH2:54][CH2:53][C:52]1=[O:57])=[O:49])(C)(C)C. The catalyst is C(O)(C(F)(F)F)=O. The product is [C:60]([C@@H:27]([NH:26][C:25]([CH2:24][CH2:23][CH2:22][CH2:21][CH2:20][CH2:19][CH2:18][CH2:17][CH2:16][CH2:15][CH2:14][CH2:13][CH2:12][CH2:11][CH2:10][CH2:9][CH2:8][CH2:7][C:6]([OH:68])=[O:5])=[O:67])[CH2:28][CH2:29][C:30](=[O:59])[NH:31][CH2:32][CH2:33][O:34][CH2:35][CH2:36][O:37][CH2:38][C:39](=[O:58])[NH:40][CH2:41][CH2:42][O:43][CH2:44][CH2:45][O:46][CH2:47][C:48]([O:50][N:51]1[C:55](=[O:56])[CH2:54][CH2:53][C:52]1=[O:57])=[O:49])([OH:62])=[O:61]. The yield is 0.800. (3) The reactants are [CH3:1][CH:2]([CH2:4][C@H:5]([CH2:10][NH2:11])[CH2:6][C:7]([OH:9])=[O:8])[CH3:3].[OH-].[Na+].[C:14](O[C:14]([O:16][C:17]([CH3:20])([CH3:19])[CH3:18])=[O:15])([O:16][C:17]([CH3:20])([CH3:19])[CH3:18])=[O:15]. The catalyst is O.O1CCOCC1. The product is [C:17]([O:16][C:14]([NH:11][CH2:10][CH:5]([CH2:4][CH:2]([CH3:1])[CH3:3])[CH2:6][C:7]([OH:9])=[O:8])=[O:15])([CH3:20])([CH3:19])[CH3:18]. The yield is 0.980. (4) The reactants are [F:1][C:2]1([F:54])[CH2:7][CH2:6][CH:5]([C:8]2[C:17]3[CH:16]([O:18]CC4C=CC(OC)=CC=4)[CH2:15][C:14]([CH3:29])([CH3:28])[CH2:13][C:12]=3[N:11]=[C:10]([CH:30]3[CH2:35][CH2:34][N:33]([C:36]4[N:41]=[CH:40][CH:39]=[CH:38][N:37]=4)[CH2:32][CH2:31]3)[C:9]=2[CH:42]([F:53])[C:43]2[CH:48]=[CH:47][C:46]([C:49]([F:52])([F:51])[F:50])=[CH:45][CH:44]=2)[CH2:4][CH2:3]1.Cl.C(=O)([O-])O.[Na+]. The product is [F:54][C:2]1([F:1])[CH2:3][CH2:4][CH:5]([C:8]2[C:17]3[CH:16]([OH:18])[CH2:15][C:14]([CH3:28])([CH3:29])[CH2:13][C:12]=3[N:11]=[C:10]([CH:30]3[CH2:31][CH2:32][N:33]([C:36]4[N:41]=[CH:40][CH:39]=[CH:38][N:37]=4)[CH2:34][CH2:35]3)[C:9]=2[CH:42]([F:53])[C:43]2[CH:44]=[CH:45][C:46]([C:49]([F:50])([F:52])[F:51])=[CH:47][CH:48]=2)[CH2:6][CH2:7]1. The catalyst is O1CCOCC1. The yield is 0.860.